The task is: Binary Classification. Given a T-cell receptor sequence (or CDR3 region) and an epitope sequence, predict whether binding occurs between them.. This data is from TCR-epitope binding with 47,182 pairs between 192 epitopes and 23,139 TCRs. (1) The epitope is KLVALGINAV. The TCR CDR3 sequence is CASSQGAGDSLGVYTF. Result: 0 (the TCR does not bind to the epitope). (2) The epitope is LLWNGPMAV. The TCR CDR3 sequence is CASSQVYSSGVLSYEQYF. Result: 0 (the TCR does not bind to the epitope). (3) The epitope is KRWIILGLNK. The TCR CDR3 sequence is CASSEDRNEQFF. Result: 1 (the TCR binds to the epitope). (4) The epitope is IPRRNVATL. The TCR CDR3 sequence is CSASEEQETQYF. Result: 0 (the TCR does not bind to the epitope). (5) The epitope is KLWAQCVQL. The TCR CDR3 sequence is CASSRDSPKQYF. Result: 1 (the TCR binds to the epitope). (6) The epitope is LLQTGIHVRVSQPSL. The TCR CDR3 sequence is CASSVEGISGSQFF. Result: 1 (the TCR binds to the epitope). (7) The epitope is YLNTLTLAV. The TCR CDR3 sequence is CASSLGTGNLYEQYF. Result: 1 (the TCR binds to the epitope). (8) The TCR CDR3 sequence is CASSVAGGNEQFF. Result: 0 (the TCR does not bind to the epitope). The epitope is KMQRMLLEK. (9) The epitope is FTISVTTEIL. The TCR CDR3 sequence is CASSPLSGDLGYEQYF. Result: 1 (the TCR binds to the epitope).